This data is from Forward reaction prediction with 1.9M reactions from USPTO patents (1976-2016). The task is: Predict the product of the given reaction. (1) Given the reactants Br[C:2]1[C:3]2[N:18]([CH2:19][CH3:20])[C:17]([C:21]3[C:22]([NH2:26])=[N:23][O:24][N:25]=3)=[N:16][C:4]=2[CH:5]=[N:6][C:7]=1[O:8][C:9]1[CH:14]=[CH:13][C:12]([F:15])=[CH:11][CH:10]=1.[CH:27]([C:29]1[CH:30]=[C:31](B(O)O)[CH:32]=[CH:33][CH:34]=1)=[O:28], predict the reaction product. The product is: [NH2:26][C:22]1[C:21]([C:17]2[N:18]([CH2:19][CH3:20])[C:3]3[C:2]([C:33]4[CH:34]=[C:29]([CH:30]=[CH:31][CH:32]=4)[CH:27]=[O:28])=[C:7]([O:8][C:9]4[CH:14]=[CH:13][C:12]([F:15])=[CH:11][CH:10]=4)[N:6]=[CH:5][C:4]=3[N:16]=2)=[N:25][O:24][N:23]=1. (2) Given the reactants [C:1]([O:5][C:6]([N:8](C(OC(C)(C)C)=O)[C:9]1[N:14]=[CH:13][C:12]([Br:15])=[CH:11][N:10]=1)=[O:7])([CH3:4])([CH3:3])[CH3:2].[OH-].[Na+].C(O)(=O)C(O)=O, predict the reaction product. The product is: [Br:15][C:12]1[CH:13]=[N:14][C:9]([NH:8][C:6](=[O:7])[O:5][C:1]([CH3:3])([CH3:2])[CH3:4])=[N:10][CH:11]=1.